Binary classification across 12 toxicity assays. From a dataset of Tox21: 12 toxicity assays (nuclear receptors and stress response pathways). (1) The drug is CN(C)C1CSSSC1. It tested positive (active) for: SR-ARE (Antioxidant Response Element (oxidative stress)). (2) The drug is OC[P+](CO)(CO)CO. It tested positive (active) for: SR-ARE (Antioxidant Response Element (oxidative stress)). (3) The drug is CCCCCCCCOC(=O)c1cc(O)c(O)c(O)c1. It tested positive (active) for: SR-p53 (p53 tumor suppressor activation). (4) The drug is Cc1cccc(N)c1N. It tested positive (active) for: NR-AhR (Aryl hydrocarbon Receptor agonist activity), SR-ARE (Antioxidant Response Element (oxidative stress)), and SR-MMP (Mitochondrial Membrane Potential disruption).